From a dataset of Forward reaction prediction with 1.9M reactions from USPTO patents (1976-2016). Predict the product of the given reaction. (1) Given the reactants [CH2:1]([S:4](Cl)(=[O:6])=[O:5])[CH2:2][CH3:3].[Cl:8][C:9]1[C:29]([F:30])=[CH:28][CH:27]=[C:26]([F:31])[C:10]=1[C:11]([NH:13][CH2:14][C:15]1([CH:19]2[CH2:24][CH2:23][CH2:22][CH2:21][N:20]2[CH3:25])[CH2:18][NH:17][CH2:16]1)=[O:12].C(N(CC)CC)C.CN(C)CCN, predict the reaction product. The product is: [Cl:8][C:9]1[C:29]([F:30])=[CH:28][CH:27]=[C:26]([F:31])[C:10]=1[C:11]([NH:13][CH2:14][C:15]1([CH:19]2[CH2:24][CH2:23][CH2:22][CH2:21][N:20]2[CH3:25])[CH2:16][N:17]([S:4]([CH2:1][CH2:2][CH3:3])(=[O:6])=[O:5])[CH2:18]1)=[O:12]. (2) The product is: [CH:1]1([CH2:7][O:8][C:9]2[C:10]3[N:11]([C:15]([C:19]([NH:22][C@H:23]4[CH2:28][CH2:27][CH2:26][N:25]([C:29]([O:31][C:32]([CH3:35])([CH3:34])[CH3:33])=[O:30])[CH2:24]4)=[O:21])=[C:16]([CH3:18])[N:17]=3)[CH:12]=[CH:13][CH:14]=2)[CH2:2][CH2:3][CH2:4][CH2:5][CH2:6]1. Given the reactants [CH:1]1([CH2:7][O:8][C:9]2[C:10]3[N:11]([C:15]([C:19]([OH:21])=O)=[C:16]([CH3:18])[N:17]=3)[CH:12]=[CH:13][CH:14]=2)[CH2:6][CH2:5][CH2:4][CH2:3][CH2:2]1.[NH2:22][C@H:23]1[CH2:28][CH2:27][CH2:26][N:25]([C:29]([O:31][C:32]([CH3:35])([CH3:34])[CH3:33])=[O:30])[CH2:24]1.Cl.CN(C)CCCN=C=NCC.ON1C2C=CC=CC=2N=N1, predict the reaction product. (3) Given the reactants [C:1]([CH:3]1[N:8]([CH2:9][CH2:10][O:11][CH2:12][CH2:13][OH:14])[CH2:7][CH2:6][N:5]([C:15]([O:17][C:18]([CH3:21])([CH3:20])[CH3:19])=[O:16])[CH2:4]1)#[N:2], predict the reaction product. The product is: [NH2:2][CH2:1][CH:3]1[N:8]([CH2:9][CH2:10][O:11][CH2:12][CH2:13][OH:14])[CH2:7][CH2:6][N:5]([C:15]([O:17][C:18]([CH3:21])([CH3:20])[CH3:19])=[O:16])[CH2:4]1. (4) Given the reactants [CH2:1]([C:3]1[S:22][C:6]2[N:7]=[CH:8][N:9]=[C:10]([N:11]3[CH2:16][CH2:15][CH:14]([C:17]([O:19]CC)=[O:18])[CH2:13][CH2:12]3)[C:5]=2[CH:4]=1)[CH3:2], predict the reaction product. The product is: [CH2:1]([C:3]1[S:22][C:6]2[N:7]=[CH:8][N:9]=[C:10]([N:11]3[CH2:16][CH2:15][CH:14]([C:17]([OH:19])=[O:18])[CH2:13][CH2:12]3)[C:5]=2[CH:4]=1)[CH3:2]. (5) The product is: [F:57][C:48]1[C:49]([N:20]2[CH:21]=[CH:22][C:17]([O:16][CH:13]3[CH2:14][CH2:15][N:10]([C:7]4[N:8]=[CH:9][C:4]([CH2:1][CH2:2][CH3:3])=[CH:5][N:6]=4)[CH2:11][CH2:12]3)=[CH:18][C:19]2=[O:23])=[C:50]([CH:51]=[CH:52][C:47]=1[F:46])[C:27]#[N:28]. Given the reactants [CH2:1]([C:4]1[CH:5]=[N:6][C:7]([N:10]2[CH2:15][CH2:14][CH:13]([O:16][C:17]3[CH:22]=[CH:21][NH:20][C:19](=[O:23])[CH:18]=3)[CH2:12][CH2:11]2)=[N:8][CH:9]=1)[CH2:2][CH3:3].C(C1[CH:27]=[N:28]C(N2CCC(OC3C=CNC(=O)C=3)CC2)=NC=1)C.[F:46][C:47]1[CH:52]=[CH:51][C:50](S(C)(=O)=O)=[CH:49][C:48]=1[F:57], predict the reaction product. (6) Given the reactants [Br:1][C:2]1[C:3]([O:22][CH3:23])=[C:4]([C:8]([NH:11][S:12]([C:15]2[CH:20]=[CH:19][CH:18]=[CH:17][C:16]=2F)(=[O:14])=[O:13])=[CH:9][CH:10]=1)[C:5]([OH:7])=[O:6].C(N(CC)CC)C.[CH3:31][N:32]([CH3:39])[CH2:33][C:34]([CH3:38])([CH3:37])[CH2:35][NH2:36], predict the reaction product. The product is: [Br:1][C:2]1[C:3]([O:22][CH3:23])=[C:4]([C:8]([NH:11][S:12]([C:15]2[CH:20]=[CH:19][CH:18]=[CH:17][C:16]=2[NH:36][CH2:35][C:34]([CH3:38])([CH3:37])[CH2:33][N:32]([CH3:39])[CH3:31])(=[O:14])=[O:13])=[CH:9][CH:10]=1)[C:5]([OH:7])=[O:6]. (7) Given the reactants C[O:2][C:3](=[O:45])[C:4]1[CH:9]=[CH:8][C:7]([CH:10]([O:32][C:33]2[CH:41]=[C:40]3[C:36]([C:37]([C:42](=[O:44])[CH3:43])=[CH:38][NH:39]3)=[CH:35][CH:34]=2)[CH2:11][C:12]([N:14]2[CH2:18][C@H:17]([F:19])[CH2:16][C@H:15]2[C:20](=[O:31])[NH:21][CH2:22][C:23]2[CH:28]=[CH:27][CH:26]=[C:25]([Cl:29])[C:24]=2[F:30])=[O:13])=[CH:6][CH:5]=1.[OH-].[Na+], predict the reaction product. The product is: [C:42]([C:37]1[C:36]2[C:40](=[CH:41][C:33]([O:32][CH:10]([C:7]3[CH:6]=[CH:5][C:4]([C:3]([OH:45])=[O:2])=[CH:9][CH:8]=3)[CH2:11][C:12]([N:14]3[CH2:18][C@H:17]([F:19])[CH2:16][C@H:15]3[C:20](=[O:31])[NH:21][CH2:22][C:23]3[CH:28]=[CH:27][CH:26]=[C:25]([Cl:29])[C:24]=3[F:30])=[O:13])=[CH:34][CH:35]=2)[NH:39][CH:38]=1)(=[O:44])[CH3:43].